From a dataset of Forward reaction prediction with 1.9M reactions from USPTO patents (1976-2016). Predict the product of the given reaction. Given the reactants [Cl:1][C:2]1[C:3]([F:43])=[C:4]([C@@H:8]2[C@:12]([C:15]3[CH:20]=[CH:19][C:18]([Cl:21])=[CH:17][C:16]=3[F:22])([C:13]#[N:14])[C@H:11]([CH2:23][C:24]([CH3:27])([CH3:26])[CH3:25])[N:10]([CH3:28])[C@H:9]2[C:29]([NH:31][C:32]2[CH:40]=[CH:39][C:35]([C:36](O)=[O:37])=[CH:34][C:33]=2[O:41][CH3:42])=[O:30])[CH:5]=[CH:6][CH:7]=1.C[N:45](C(ON1N=NC2C=CC=NC1=2)=[N+](C)C)C.F[P-](F)(F)(F)(F)F.N.O1CCOCC1, predict the reaction product. The product is: [C:36]([C:35]1[CH:39]=[CH:40][C:32]([NH:31][C:29]([CH:9]2[CH:8]([C:4]3[CH:5]=[CH:6][CH:7]=[C:2]([Cl:1])[C:3]=3[F:43])[C:12]([C:15]3[CH:20]=[CH:19][C:18]([Cl:21])=[CH:17][C:16]=3[F:22])([C:13]#[N:14])[CH:11]([CH2:23][C:24]([CH3:27])([CH3:25])[CH3:26])[N:10]2[CH3:28])=[O:30])=[C:33]([O:41][CH3:42])[CH:34]=1)(=[O:37])[NH2:45].